Dataset: Forward reaction prediction with 1.9M reactions from USPTO patents (1976-2016). Task: Predict the product of the given reaction. (1) Given the reactants [CH2:1]([O:8][C:9]([C:11]1[C:19]2[C:14](=[CH:15][CH:16]=[C:17]([CH2:20][CH2:21]OS(C)(=O)=O)[CH:18]=2)[NH:13][C:12]=1[CH3:27])=[O:10])[C:2]1[CH:7]=[CH:6][CH:5]=[CH:4][CH:3]=1.[CH3:28][N:29]1[CH2:34][CH2:33][NH:32][CH2:31][CH2:30]1, predict the reaction product. The product is: [CH2:1]([O:8][C:9]([C:11]1[C:19]2[C:14](=[CH:15][CH:16]=[C:17]([CH2:20][CH2:21][N:32]3[CH2:33][CH2:34][N:29]([CH3:28])[CH2:30][CH2:31]3)[CH:18]=2)[NH:13][C:12]=1[CH3:27])=[O:10])[C:2]1[CH:7]=[CH:6][CH:5]=[CH:4][CH:3]=1. (2) Given the reactants [F:1][C:2]([F:22])([F:21])[C:3]1[CH:8]=[CH:7][C:6]([C:9]2[CH:10]=[CH:11][C:12]([N:15]3[CH2:20][CH2:19][NH:18][CH2:17][CH2:16]3)=[N:13][CH:14]=2)=[CH:5][CH:4]=1.Br[CH2:24][CH2:25][C:26]#[N:27], predict the reaction product. The product is: [F:22][C:2]([F:1])([F:21])[C:3]1[CH:4]=[CH:5][C:6]([C:9]2[CH:10]=[CH:11][C:12]([N:15]3[CH2:20][CH2:19][N:18]([CH2:24][CH2:25][C:26]#[N:27])[CH2:17][CH2:16]3)=[N:13][CH:14]=2)=[CH:7][CH:8]=1. (3) Given the reactants CN(C1C(C2C(P(C3CCCCC3)C3CCCCC3)=CC=CC=2)=CC=CC=1)C.CC(C)([O-])C.[Na+].Br[C:36]1[N:41]=[C:40]([CH3:42])[CH:39]=[CH:38][N:37]=1.[NH2:43][C@H:44]1[C:53]2[C:48](=[CH:49][CH:50]=[CH:51][CH:52]=2)[N:47]([C:54](=[O:56])[CH3:55])[C@@H:46]([CH:57]2[CH2:59][CH2:58]2)[C@@H:45]1[CH3:60], predict the reaction product. The product is: [CH:57]1([C@H:46]2[C@H:45]([CH3:60])[C@@H:44]([NH:43][C:36]3[N:41]=[C:40]([CH3:42])[CH:39]=[CH:38][N:37]=3)[C:53]3[C:48](=[CH:49][CH:50]=[CH:51][CH:52]=3)[N:47]2[C:54](=[O:56])[CH3:55])[CH2:58][CH2:59]1. (4) Given the reactants [C:1]([O:5][C:6]([N:8]1[CH2:13][CH2:12][NH:11][CH2:10][CH2:9]1)=[O:7])([CH3:4])([CH3:3])[CH3:2].C([O-])([O-])=O.[K+].[K+].[Cl:20][C:21]1[C:26]([C:27]([F:30])([F:29])[F:28])=[CH:25][CH:24]=[C:23](Cl)[N:22]=1.C1(C)C=CC=CC=1, predict the reaction product. The product is: [C:1]([O:5][C:6]([N:8]1[CH2:13][CH2:12][N:11]([C:23]2[CH:24]=[CH:25][C:26]([C:27]([F:29])([F:30])[F:28])=[C:21]([Cl:20])[N:22]=2)[CH2:10][CH2:9]1)=[O:7])([CH3:4])([CH3:2])[CH3:3]. (5) Given the reactants [Cl:1][C:2]1[C:11]([C:12]([O:14]C)=[O:13])=[C:10]([NH:16][CH2:17][C:18]2[CH:23]=[CH:22][C:21]([O:24][CH3:25])=[C:20]([Cl:26])[CH:19]=2)[C:9]2[C:4](=[CH:5][CH:6]=[C:7]([C:27]#[N:28])[CH:8]=2)[N:3]=1.[Li+].[OH-].O, predict the reaction product. The product is: [Cl:1][C:2]1[C:11]([C:12]([OH:14])=[O:13])=[C:10]([NH:16][CH2:17][C:18]2[CH:23]=[CH:22][C:21]([O:24][CH3:25])=[C:20]([Cl:26])[CH:19]=2)[C:9]2[C:4](=[CH:5][CH:6]=[C:7]([C:27]#[N:28])[CH:8]=2)[N:3]=1. (6) Given the reactants [CH3:1][CH:2]([CH2:6][CH2:7][CH2:8][CH:9]([CH3:11])[CH3:10])[CH2:3][CH2:4][OH:5].[C:12](OCC)(=[O:16])[CH:13]([CH3:15])[OH:14], predict the reaction product. The product is: [C:12]([O:5][CH2:4][CH2:3][CH:2]([CH3:1])[CH2:6][CH2:7][CH2:8][CH:9]([CH3:11])[CH3:10])(=[O:16])[CH:13]([CH3:15])[OH:14].